Dataset: Forward reaction prediction with 1.9M reactions from USPTO patents (1976-2016). Task: Predict the product of the given reaction. (1) Given the reactants [CH:1]([N:4]1[C:16]2[CH2:15][CH2:14][CH2:13][CH2:12][C:11]=2[C:10]2[C:5]1=[CH:6][CH:7]=[C:8]([N+:17]([O-:19])=[O:18])[CH:9]=2)([CH3:3])[CH3:2].[CH3:20][Mg]Br, predict the reaction product. The product is: [CH:1]([N:4]1[C:16]2[CH2:15][CH2:14][CH2:13][CH2:12][C:11]=2[C:10]2[C:5]1=[CH:6][CH:7]=[C:8]([N+:17]([O-:19])=[O:18])[C:9]=2[CH3:20])([CH3:3])[CH3:2]. (2) Given the reactants [CH3:1][N:2]1[C:18]2([CH2:23][CH2:22][N:21](C(OC(C)(C)C)=O)[CH2:20][CH2:19]2)[C:6]2=[CH:7][C:8]([C:14]([F:17])([F:16])[F:15])=[C:9]([C:10]([F:13])([F:12])[F:11])[N:5]2[CH2:4][CH2:3]1.Cl, predict the reaction product. The product is: [CH3:1][N:2]1[C:18]2([CH2:23][CH2:22][NH:21][CH2:20][CH2:19]2)[C:6]2=[CH:7][C:8]([C:14]([F:15])([F:16])[F:17])=[C:9]([C:10]([F:12])([F:11])[F:13])[N:5]2[CH2:4][CH2:3]1. (3) Given the reactants [Cl:1][C:2]1[C:7]([Cl:8])=[CH:6][CH:5]=[CH:4][C:3]=1[C:9]([N:11]1[CH:16]=[CH:15][C:14]2[N:17]([C:20]3[CH:25]=[CH:24][C:23]([CH3:26])=[CH:22][N:21]=3)[N:18]=[N:19][C:13]=2[CH:12]1[CH3:27])=[O:10].ClC1C(C(F)(F)F)=CC=CC=1C(N1C=CC2N(C3C(C)=CC(C)=CN=3)N=NC=2C1C)=O.C1COCC1, predict the reaction product. The product is: [Cl:1][C:2]1[C:7]([Cl:8])=[CH:6][CH:5]=[CH:4][C:3]=1[C:9]([N:11]1[CH2:16][CH2:15][C:14]2[N:17]([C:20]3[CH:25]=[CH:24][C:23]([CH3:26])=[CH:22][N:21]=3)[N:18]=[N:19][C:13]=2[CH:12]1[CH3:27])=[O:10]. (4) The product is: [CH3:48][O:44][C:43](=[O:45])[CH2:42][C@H:11]1[CH2:10][C@H:9]([C:6]2[CH:5]=[CH:4][C:3]([O:2][CH3:1])=[CH:8][CH:7]=2)[C@@H:14]([O:15][CH2:16][C:17]2[CH:18]=[CH:19][C:20]3[O:25][CH2:24][CH2:23][N:22]([CH2:26][CH2:27][CH2:28][O:29][CH3:30])[C:21]=3[CH:31]=2)[CH2:13][N:12]1[S:32]([C:35]1[CH:40]=[CH:39][C:38]([CH3:41])=[CH:37][CH:36]=1)(=[O:33])=[O:34]. Given the reactants [CH3:1][O:2][C:3]1[CH:8]=[CH:7][C:6]([C@@H:9]2[C@@H:14]([O:15][CH2:16][C:17]3[CH:18]=[CH:19][C:20]4[O:25][CH2:24][CH2:23][N:22]([CH2:26][CH2:27][CH2:28][O:29][CH3:30])[C:21]=4[CH:31]=3)[CH2:13][N:12]([S:32]([C:35]3[CH:40]=[CH:39][C:38]([CH3:41])=[CH:37][CH:36]=3)(=[O:34])=[O:33])[C@@H:11]([CH2:42][C:43]([OH:45])=[O:44])[CH2:10]2)=[CH:5][CH:4]=1.[N+](=[CH2:48])=[N-].S([O-])([O-])(=O)=O.[Mg+2], predict the reaction product. (5) Given the reactants N[C:2]1[CH:10]=[C:9]([F:11])[CH:8]=[CH:7][C:3]=1[C:4]([OH:6])=[O:5].[OH-].[Na+].N([O-])=O.[Na+].Cl.C(OC([S-])=[S:23])C.[K+], predict the reaction product. The product is: [F:11][C:9]1[CH:8]=[CH:7][C:3]([C:4]([OH:6])=[O:5])=[C:2]([SH:23])[CH:10]=1.